Dataset: Catalyst prediction with 721,799 reactions and 888 catalyst types from USPTO. Task: Predict which catalyst facilitates the given reaction. (1) Product: [CH2:1]([O:3][C:4](=[O:22])[CH2:5][CH2:6][CH:7]1[CH2:12][CH2:11][CH:10]([CH:13]2[CH2:14][CH2:15][CH:16]([CH2:19][CH2:20][CH3:21])[CH2:17][CH2:18]2)[CH2:9][CH2:8]1)[CH3:2]. The catalyst class is: 123. Reactant: [CH2:1]([O:3][C:4](=[O:22])/[CH:5]=[CH:6]/[CH:7]1[CH2:12][CH2:11][CH:10]([CH:13]2[CH2:18][CH2:17][CH:16]([CH2:19][CH2:20][CH3:21])[CH2:15][CH2:14]2)[CH2:9][CH2:8]1)[CH3:2].[H][H]. (2) Reactant: [CH3:1][O:2][C:3](=[O:28])[C@@H:4]([NH:8][C:9]([C:22]1[CH:27]=[CH:26][CH:25]=[CH:24][CH:23]=1)([C:16]1[CH:21]=[CH:20][CH:19]=[CH:18][CH:17]=1)[C:10]1[CH:15]=[CH:14][CH:13]=[CH:12][CH:11]=1)[C@@H:5](O)[CH3:6].C1C=CC(P(C2C=CC=CC=2)C2C=CC=CC=2)=CC=1.N(C(OC(C)C)=O)=NC(OC(C)C)=O.C1C=CC(OP(OC2C=CC=CC=2)([N:71]=[N+:72]=[N-:73])=O)=CC=1. Product: [CH3:1][O:2][C:3](=[O:28])[C@@H:4]([NH:8][C:9]([C:22]1[CH:27]=[CH:26][CH:25]=[CH:24][CH:23]=1)([C:10]1[CH:15]=[CH:14][CH:13]=[CH:12][CH:11]=1)[C:16]1[CH:17]=[CH:18][CH:19]=[CH:20][CH:21]=1)[C@H:5]([N:71]=[N+:72]=[N-:73])[CH3:6]. The catalyst class is: 2. (3) Product: [I:38][C:2]1[CH:28]=[CH:27][CH:26]=[CH:25][C:3]=1[C:4]([C:6]1[C:15](=[O:16])[C:14]2[C:9](=[CH:10][CH:11]=[CH:12][CH:13]=2)[N:8]([CH2:17][C:18]2[CH:23]=[CH:22][CH:21]=[C:20]([CH3:24])[N:19]=2)[CH:7]=1)=[O:5]. The catalyst class is: 830. Reactant: Br[C:2]1[CH:28]=[CH:27][CH:26]=[CH:25][C:3]=1[C:4]([C:6]1[C:15](=[O:16])[C:14]2[C:9](=[CH:10][CH:11]=[CH:12][CH:13]=2)[N:8]([CH2:17][C:18]2[CH:23]=[CH:22][CH:21]=[C:20]([CH3:24])[N:19]=2)[CH:7]=1)=[O:5].O[C@H]1CCCC[C@@H]1NC.[I-:38].[Na+]. (4) Reactant: C(NC(C)C)(C)C.[Li]CCCC.[F:13][C:14]1[CH:22]=[CH:21][CH:20]=[C:19]2[C:15]=1[CH:16]=[CH:17][N:18]2[C:23]([O:25][C:26]([CH3:29])([CH3:28])[CH3:27])=[O:24].[B:30](OC(C)C)([O:35]C(C)C)[O:31]C(C)C.Cl. Product: [C:26]([O:25][C:23]([N:18]1[C:19]2[C:15](=[C:14]([F:13])[CH:22]=[CH:21][CH:20]=2)[CH:16]=[C:17]1[B:30]([OH:35])[OH:31])=[O:24])([CH3:29])([CH3:28])[CH3:27]. The catalyst class is: 1. (5) Reactant: [CH3:1][O:2][C:3]([C:5]1[S:6][C:7]([C:24]2[CH:29]=[CH:28][CH:27]=[CH:26][CH:25]=2)=[CH:8][C:9]=1[N:10]1[C:15](=[O:16])[CH2:14][CH:13]([NH2:17])[CH2:12][CH:11]1[CH:18]1[CH2:23][CH2:22][CH2:21][CH2:20][CH2:19]1)=[O:4].[O:30]([CH2:37][C:38](Cl)=[O:39])[C:31]1[CH:36]=[CH:35][CH:34]=[CH:33][CH:32]=1. Product: [CH3:1][O:2][C:3]([C:5]1[S:6][C:7]([C:24]2[CH:25]=[CH:26][CH:27]=[CH:28][CH:29]=2)=[CH:8][C:9]=1[N:10]1[C:15](=[O:16])[CH2:14][CH:13]([NH:17][C:38](=[O:39])[CH2:37][O:30][C:31]2[CH:36]=[CH:35][CH:34]=[CH:33][CH:32]=2)[CH2:12][CH:11]1[CH:18]1[CH2:19][CH2:20][CH2:21][CH2:22][CH2:23]1)=[O:4]. The catalyst class is: 2. (6) Reactant: [OH-].[Na+].[Cl:3][C:4]1[C:5]([O:18][CH2:19][O:20][CH3:21])=[CH:6][C:7]([O:14][CH2:15][O:16][CH3:17])=[C:8]([CH:13]=1)[C:9]([O:11]C)=[O:10]. Product: [Cl:3][C:4]1[C:5]([O:18][CH2:19][O:20][CH3:21])=[CH:6][C:7]([O:14][CH2:15][O:16][CH3:17])=[C:8]([CH:13]=1)[C:9]([OH:11])=[O:10]. The catalyst class is: 5.